This data is from HIV replication inhibition screening data with 41,000+ compounds from the AIDS Antiviral Screen. The task is: Binary Classification. Given a drug SMILES string, predict its activity (active/inactive) in a high-throughput screening assay against a specified biological target. The drug is CC1(C)CC2CCC(O)C2C(CCO)N1. The result is 0 (inactive).